From a dataset of Forward reaction prediction with 1.9M reactions from USPTO patents (1976-2016). Predict the product of the given reaction. (1) Given the reactants [CH3:1][C:2]([O:5][C@H:6]([CH3:31])[C@@H:7]([C:27]([O:29][CH3:30])=[O:28])[NH:8][C:9]([C:11]1[CH:16]=[CH:15][C:14]([C:17]2[CH:22]=[CH:21][CH:20]=[C:19]([F:23])[CH:18]=2)=[CH:13][C:12]=1[N+:24]([O-])=O)=[O:10])([CH3:4])[CH3:3], predict the reaction product. The product is: [NH2:24][C:12]1[CH:13]=[C:14]([C:17]2[CH:22]=[CH:21][CH:20]=[C:19]([F:23])[CH:18]=2)[CH:15]=[CH:16][C:11]=1[C:9]([NH:8][C@H:7]([C:27]([O:29][CH3:30])=[O:28])[C@@H:6]([CH3:31])[O:5][C:2]([CH3:4])([CH3:1])[CH3:3])=[O:10]. (2) Given the reactants [CH3:1][O:2][C:3]([NH:5][CH:6]([C:10]([CH3:13])([CH3:12])[CH3:11])[C:7]([OH:9])=O)=[O:4].C1C=CC2N(O)N=NC=2C=1.Cl.Cl.Cl.[CH3:27][O:28][C:29](=[O:77])[NH:30][CH:31]([C:35]([N:37]1[CH:43]([C:44]2[NH:45][C:46]([C:49]3[CH:58]=[CH:57][C:56]4[C:51](=[CH:52][CH:53]=[C:54]([C:59]5[CH:64]=[CH:63][C:62]([C:65]6[NH:66][C:67]([CH:70]7[CH2:74][CH:73]([C:75]#[N:76])[CH2:72][NH:71]7)=[N:68][CH:69]=6)=[CH:61][CH:60]=5)[CH:55]=4)[CH:50]=3)=[CH:47][N:48]=2)[CH2:42][C:39]2([CH2:41][CH2:40]2)[CH2:38]1)=[O:36])[CH:32]([CH3:34])[CH3:33].CN1CCOCC1, predict the reaction product. The product is: [CH3:1][O:2][C:3](=[O:4])[NH:5][CH:6]([C:7]([N:71]1[CH2:72][CH:73]([C:75]#[N:76])[CH2:74][CH:70]1[C:67]1[NH:66][C:65]([C:62]2[CH:63]=[CH:64][C:59]([C:54]3[CH:53]=[CH:52][C:51]4[C:56](=[CH:57][CH:58]=[C:49]([C:46]5[NH:45][C:44]([CH:43]6[CH2:42][C:39]7([CH2:41][CH2:40]7)[CH2:38][N:37]6[C:35](=[O:36])[CH:31]([NH:30][C:29]([O:28][CH3:27])=[O:77])[CH:32]([CH3:34])[CH3:33])=[N:48][CH:47]=5)[CH:50]=4)[CH:55]=3)=[CH:60][CH:61]=2)=[CH:69][N:68]=1)=[O:9])[C:10]([CH3:13])([CH3:12])[CH3:11]. (3) Given the reactants [CH2:1]([O:8][C:9]([C@@H:11]1[CH2:15][CH2:14][CH2:13][N:12]1[C:16](=[O:30])[C@H:17]([N:27]=[C:28]=[O:29])[CH2:18][C:19]1[CH:24]=[CH:23][C:22]([O:25][CH3:26])=[CH:21][CH:20]=1)=[O:10])[C:2]1[CH:7]=[CH:6][CH:5]=[CH:4][CH:3]=1.[CH2:31]([NH2:33])[CH3:32], predict the reaction product. The product is: [CH2:1]([O:8][C:9]([C@@H:11]1[CH2:15][CH2:14][CH2:13][N:12]1[C:16](=[O:30])[C@H:17]([NH:27][C:28]([NH:33][CH2:31][CH3:32])=[O:29])[CH2:18][C:19]1[CH:20]=[CH:21][C:22]([O:25][CH3:26])=[CH:23][CH:24]=1)=[O:10])[C:2]1[CH:3]=[CH:4][CH:5]=[CH:6][CH:7]=1. (4) Given the reactants [Cl:1][C:2]1[CH:3]=[CH:4][C:5]([C:8]([C:17]2[CH:22]=[C:21]([C:23]([F:26])([F:25])[F:24])[CH:20]=[C:19]([F:27])[CH:18]=2)([NH2:16])[CH2:9][C:10]2[CH:15]=[CH:14][CH:13]=[CH:12][CH:11]=2)=[N:6][CH:7]=1.C([O-])(O)=O.[Na+].[C:33](Cl)(Cl)=[S:34], predict the reaction product. The product is: [Cl:1][C:2]1[CH:3]=[CH:4][C:5]([C:8]([C:17]2[CH:22]=[C:21]([C:23]([F:26])([F:24])[F:25])[CH:20]=[C:19]([F:27])[CH:18]=2)([N:16]=[C:33]=[S:34])[CH2:9][C:10]2[CH:11]=[CH:12][CH:13]=[CH:14][CH:15]=2)=[N:6][CH:7]=1. (5) Given the reactants [CH3:1][C:2]1[NH:3][CH:4]=[CH:5][C:6]=1[CH:7]=[O:8].[H-].[Na+].C1OCCOCCOCCOCCOC1.[N:26]1[CH:31]=[CH:30][CH:29]=[C:28]([S:32](Cl)(=[O:34])=[O:33])[CH:27]=1, predict the reaction product. The product is: [CH3:1][C:2]1[N:3]([S:32]([C:28]2[CH:27]=[N:26][CH:31]=[CH:30][CH:29]=2)(=[O:34])=[O:33])[CH:4]=[CH:5][C:6]=1[CH:7]=[O:8]. (6) Given the reactants [Cl:1][C:2]1[N:11]=[C:10](Cl)[C:9]2[C:4](=[CH:5][CH:6]=[CH:7][CH:8]=2)[N:3]=1.[CH2:13]([NH:15][C@H:16]1[CH2:20][CH2:19][NH:18][CH2:17]1)[CH3:14], predict the reaction product. The product is: [Cl:1][C:2]1[N:11]=[C:10]([N:18]2[CH2:19][CH2:20][C@H:16]([NH:15][CH2:13][CH3:14])[CH2:17]2)[C:9]2[C:4](=[CH:5][CH:6]=[CH:7][CH:8]=2)[N:3]=1. (7) Given the reactants Cl.[NH2:2][C:3]1[CH:4]=[C:5]([C:9]2[C:17]3[S:16][C:15]([C:18]([NH:20][C@@H:21]4[CH:26]5[CH2:27][CH2:28][N:23]([CH2:24][CH2:25]5)[CH2:22]4)=[O:19])=[CH:14][C:13]=3[CH:12]=[CH:11][CH:10]=2)[CH:6]=[CH:7][CH:8]=1.[CH:29]1([C:34]([Cl:36])=[O:35])[CH2:33][CH2:32][CH2:31][CH2:30]1, predict the reaction product. The product is: [ClH:36].[N:23]12[CH2:24][CH2:25][CH:26]([CH2:27][CH2:28]1)[C@@H:21]([NH:20][C:18]([C:15]1[S:16][C:17]3[C:9]([C:5]4[CH:6]=[CH:7][CH:8]=[C:3]([NH:2][C:34]([CH:29]5[CH2:33][CH2:32][CH2:31][CH2:30]5)=[O:35])[CH:4]=4)=[CH:10][CH:11]=[CH:12][C:13]=3[CH:14]=1)=[O:19])[CH2:22]2.